From a dataset of Forward reaction prediction with 1.9M reactions from USPTO patents (1976-2016). Predict the product of the given reaction. (1) The product is: [CH2:17]([O:16][C:14](=[O:15])[CH2:13][N:11]1[C:7]([C:1]2[CH:2]=[CH:3][CH:4]=[CH:5][CH:6]=2)=[CH:8][N:9]=[CH:10]1)[C:18]1[CH:23]=[CH:22][CH:21]=[CH:20][CH:19]=1. Given the reactants [C:1]1([C:7]2[NH:11][CH:10]=[N:9][CH:8]=2)[CH:6]=[CH:5][CH:4]=[CH:3][CH:2]=1.Br[CH2:13][C:14]([O:16][CH2:17][C:18]1[CH:23]=[CH:22][CH:21]=[CH:20][CH:19]=1)=[O:15].C(=O)([O-])[O-].[K+].[K+], predict the reaction product. (2) Given the reactants [CH2:1]([O:8][C:9]([NH:11][NH:12][C@@H:13]([C:17]([CH3:20])([CH3:19])[CH3:18])[CH2:14][CH:15]=[CH2:16])=[O:10])[C:2]1[CH:7]=[CH:6][CH:5]=[CH:4][CH:3]=1.C([O-])([O-])=O.[K+].[K+].[CH3:27][C:28]1[CH:29]=[C:30]([CH:34]=[C:35]([CH3:37])[CH:36]=1)[C:31](Cl)=[O:32], predict the reaction product. The product is: [CH2:1]([O:8][C:9]([NH:11][N:12]([C@@H:13]([C:17]([CH3:20])([CH3:19])[CH3:18])[CH2:14][CH:15]=[CH2:16])[C:31](=[O:32])[C:30]1[CH:34]=[C:35]([CH3:37])[CH:36]=[C:28]([CH3:27])[CH:29]=1)=[O:10])[C:2]1[CH:7]=[CH:6][CH:5]=[CH:4][CH:3]=1. (3) Given the reactants [C:1]([CH:3]([CH:7]1[C:11]([Cl:12])=[C:10](Cl)C(=O)O1)[C:4]([NH2:6])=[O:5])#[N:2].Cl.[CH3:16][C:17]1[CH:18]=[CH:19][C:20]([S:25]([CH3:28])(=[O:27])=[O:26])=[C:21]([CH2:23][NH2:24])[CH:22]=1.C(=O)([O-])[O-].[K+].[K+].[OH-].[Na+], predict the reaction product. The product is: [ClH:12].[Cl:12][C:11]1[CH:7]=[C:3]([C:4]([NH2:6])=[O:5])[C:1](=[NH:2])[N:24]([CH2:23][C:21]2[CH:22]=[C:17]([CH3:16])[CH:18]=[CH:19][C:20]=2[S:25]([CH3:28])(=[O:27])=[O:26])[CH:10]=1. (4) The product is: [NH2:1][C:2]1[C:7]([NH:8][C:23](=[O:24])[CH2:22][C:20]#[N:21])=[CH:6][N:5]=[C:4]([O:9][C:10]2[CH:11]=[C:12]([CH:17]=[CH:18][CH:19]=2)[C:13]([O:15][CH3:16])=[O:14])[CH:3]=1. Given the reactants [NH2:1][C:2]1[C:7]([NH2:8])=[CH:6][N:5]=[C:4]([O:9][C:10]2[CH:11]=[C:12]([CH:17]=[CH:18][CH:19]=2)[C:13]([O:15][CH3:16])=[O:14])[CH:3]=1.[C:20]([CH2:22][C:23](O)=[O:24])#[N:21].C(Cl)CCl.C(N(CC)CC)C, predict the reaction product. (5) Given the reactants [O:1]1[CH:5]=[CH:4][CH:3]=[C:2]1[CH:6]1[CH2:11][C:10](=[O:12])[CH2:9][C:8](=[O:13])[CH2:7]1.[Br:14]N1C(=O)CCC1=O, predict the reaction product. The product is: [Br:14][CH:9]1[C:10](=[O:12])[CH2:11][CH:6]([C:2]2[O:1][CH:5]=[CH:4][CH:3]=2)[CH2:7][C:8]1=[O:13].